Dataset: Catalyst prediction with 721,799 reactions and 888 catalyst types from USPTO. Task: Predict which catalyst facilitates the given reaction. (1) Reactant: [CH:1]([C:3]1[CH:8]=[CH:7][C:6]([C@@H:9]2[O:14][CH2:13][CH2:12][N:11]([C:15]([O:17][C:18]([CH3:21])([CH3:20])[CH3:19])=[O:16])[CH2:10]2)=[CH:5][CH:4]=1)=O.[F:22][C:23]1[CH:32]=[CH:31][C:26]([C:27]([NH:29][NH2:30])=[O:28])=[CH:25][CH:24]=1. Product: [F:22][C:23]1[CH:32]=[CH:31][C:26]([C:27]([NH:29][N:30]=[CH:1][C:3]2[CH:8]=[CH:7][C:6]([C@@H:9]3[O:14][CH2:13][CH2:12][N:11]([C:15]([O:17][C:18]([CH3:21])([CH3:20])[CH3:19])=[O:16])[CH2:10]3)=[CH:5][CH:4]=2)=[O:28])=[CH:25][CH:24]=1. The catalyst class is: 8. (2) Reactant: Br[CH2:2]/[CH:3]=[CH:4]/[CH2:5][N:6]([C:16]1[C:21]([Cl:22])=[N:20][CH:19]=[CH:18][N:17]=1)[C:7]1[CH:12]=[CH:11][CH:10]=[CH:9][C:8]=1[N+:13]([O-:15])=[O:14].[CH3:23][NH:24][CH3:25]. Product: [CH3:23][N:24]([CH3:25])[CH2:2]/[CH:3]=[CH:4]/[CH2:5][N:6]([C:16]1[C:21]([Cl:22])=[N:20][CH:19]=[CH:18][N:17]=1)[C:7]1[CH:12]=[CH:11][CH:10]=[CH:9][C:8]=1[N+:13]([O-:15])=[O:14]. The catalyst class is: 8. (3) Reactant: [N+:1]([C:4]1[CH:9]=[C:8]([O:10][C:11]([F:14])([F:13])[F:12])[CH:7]=[CH:6][C:5]=1[NH2:15])([O-])=O. Product: [F:12][C:11]([F:13])([F:14])[O:10][C:8]1[CH:9]=[C:4]([NH2:1])[C:5]([NH2:15])=[CH:6][CH:7]=1. The catalyst class is: 592. (4) Reactant: C1C=CC2N(O)N=NC=2C=1.O.C(N(CC)C(C)C)(C)C.[CH3:21][C@H:22]([NH:26][C:27]([O:29][C:30]([CH3:33])([CH3:32])[CH3:31])=[O:28])[C:23]([OH:25])=O.Cl.CN(C)CCCN=C=NCC.[NH2:46][CH:47]1[N:53]=[C:52]([C:54]2[CH:59]=[CH:58][CH:57]=[CH:56][CH:55]=2)[C:51]2[CH:60]=[CH:61][CH:62]=[CH:63][C:50]=2[N:49]([CH2:64][CH2:65][CH2:66][C:67]([F:70])([F:69])[F:68])[C:48]1=[O:71]. Product: [C:30]([O:29][C:27]([NH:26][C@H:22]([C:23]([NH:46][CH:47]1[N:53]=[C:52]([C:54]2[CH:55]=[CH:56][CH:57]=[CH:58][CH:59]=2)[C:51]2[CH:60]=[CH:61][CH:62]=[CH:63][C:50]=2[N:49]([CH2:64][CH2:65][CH2:66][C:67]([F:69])([F:68])[F:70])[C:48]1=[O:71])=[O:25])[CH3:21])=[O:28])([CH3:33])([CH3:32])[CH3:31]. The catalyst class is: 76. (5) Reactant: [F:1][C:2]1[CH:11]=[C:10]2[C:5]([C@H:6]([NH:12][C:13]([C@@H:15]3[CH2:20][N:19]4[CH2:21][C@H:22]([O:24][CH2:25][C:26]([F:29])([F:28])[F:27])[CH2:23][C@@H:18]4[CH2:17][NH:16]3)=[O:14])[CH2:7][CH2:8][O:9]2)=[CH:4][CH:3]=1.C(OC([NH:37][C@@H:38]([CH:42]1[CH2:47][CH2:46][CH2:45][CH2:44][CH2:43]1)[C:39](O)=[O:40])=O)(C)(C)C.CN(C(ON1N=NC2C1=CC=CC=2)=[N+](C)C)C.F[P-](F)(F)(F)(F)F.C(N(CC)C(C)C)(C)C.C(OCC)(=O)C.Cl.C(=O)([O-])O.[Na+]. Product: [NH2:37][C@@H:38]([CH:42]1[CH2:47][CH2:46][CH2:45][CH2:44][CH2:43]1)[C:39]([N:16]1[C@H:15]([C:13]([NH:12][C@H:6]2[C:5]3[C:10](=[CH:11][C:2]([F:1])=[CH:3][CH:4]=3)[O:9][CH2:8][CH2:7]2)=[O:14])[CH2:20][N:19]2[CH2:21][C@H:22]([O:24][CH2:25][C:26]([F:28])([F:27])[F:29])[CH2:23][C@@H:18]2[CH2:17]1)=[O:40]. The catalyst class is: 42. (6) Reactant: [CH3:1][C:2]([CH3:8])([CH3:7])[C:3]#[C:4][CH2:5][OH:6]. Product: [CH3:1][C:2]([CH3:8])([CH3:7])[CH2:3][CH2:4][CH2:5][OH:6].[CH3:1][C:2]([CH3:8])([CH3:7])[CH2:3][CH2:4][CH:5]=[O:6]. The catalyst class is: 29. (7) Reactant: [C:1]([O:5][C:6](=[O:44])[NH:7][CH2:8][CH2:9][CH2:10][CH2:11][C:12]([N:14]1[CH2:19][CH2:18][N:17]([C:20](=[O:43])[C:21]2[CH:26]=[CH:25][C:24]([NH:27][C:28]3[N:33]=[C:32]([CH:34]4[CH2:39][CH2:38][NH:37][CH2:36][CH2:35]4)[CH:31]=[CH:30][C:29]=3[C:40](=[O:42])[NH2:41])=[CH:23][CH:22]=2)[CH2:16][CH2:15]1)=[O:13])([CH3:4])([CH3:3])[CH3:2].CCN(C(C)C)C(C)C.[C:54](Cl)(=[O:57])[CH:55]=[CH2:56]. Product: [C:1]([O:5][C:6](=[O:44])[NH:7][CH2:8][CH2:9][CH2:10][CH2:11][C:12]([N:14]1[CH2:19][CH2:18][N:17]([C:20](=[O:43])[C:21]2[CH:22]=[CH:23][C:24]([NH:27][C:28]3[N:33]=[C:32]([CH:34]4[CH2:39][CH2:38][N:37]([C:54](=[O:57])[CH:55]=[CH2:56])[CH2:36][CH2:35]4)[CH:31]=[CH:30][C:29]=3[C:40](=[O:42])[NH2:41])=[CH:25][CH:26]=2)[CH2:16][CH2:15]1)=[O:13])([CH3:4])([CH3:2])[CH3:3]. The catalyst class is: 2. (8) Reactant: N.[O-:2][N+:3]1[C:8]2[CH:9]=[CH:10][CH:11]=[CH:12][C:7]=2[N+:6]([O-:13])=[C:5]([NH:14][CH2:15][CH2:16][N:17]([CH3:27])[CH2:18][CH2:19][NH:20][C:21](=[O:26])[C:22](F)(F)F)[N:4]=1.N1(C(C2[C:48]3[C:39](=[CH:40][C:41]4[C:46]([N:47]=3)=[CH:45][CH:44]=[CH:43][CH:42]=4)[CH:38]=[CH:37][CH:36]=2)=O)C=CN=C1. Product: [O-:2][N+:3]1[C:8]2[CH:9]=[CH:10][CH:11]=[CH:12][C:7]=2[N+:6]([O-:13])=[C:5]([NH:14][CH2:15][CH2:16][N:17]([CH3:27])[CH2:18][CH2:19][NH:20][C:21]([C:22]2[C:48]3[C:39](=[CH:40][C:41]4[C:46]([N:47]=3)=[CH:45][CH:44]=[CH:43][CH:42]=4)[CH:38]=[CH:37][CH:36]=2)=[O:26])[N:4]=1. The catalyst class is: 5. (9) Reactant: [Cl:1][C:2]([Cl:7])([Cl:6])[C:3](Cl)=[O:4].[CH2:8]([O:10]/[CH:11]=[CH:12]/[CH3:13])[CH3:9]. Product: [Cl:1][C:2]([Cl:7])([Cl:6])[C:3](=[O:4])/[C:12](/[CH3:13])=[CH:11]/[O:10][CH2:8][CH3:9]. The catalyst class is: 272.